This data is from Full USPTO retrosynthesis dataset with 1.9M reactions from patents (1976-2016). The task is: Predict the reactants needed to synthesize the given product. (1) Given the product [CH:19]1([O:18][C:3]2[C:2]([N:23]3[CH:27]=[CH:26][CH:25]=[N:24]3)=[CH:11][CH:10]=[C:9]3[C:4]=2[CH2:5][CH2:6][C@H:7]([CH3:17])[N:8]3[C:12]([CH:14]2[CH2:16][CH2:15]2)=[O:13])[CH2:22][CH2:21][CH2:20]1, predict the reactants needed to synthesize it. The reactants are: Br[C:2]1[C:3]([O:18][CH:19]2[CH2:22][CH2:21][CH2:20]2)=[C:4]2[C:9](=[CH:10][CH:11]=1)[N:8]([C:12]([CH:14]1[CH2:16][CH2:15]1)=[O:13])[C@@H:7]([CH3:17])[CH2:6][CH2:5]2.[NH:23]1[CH:27]=[CH:26][CH:25]=[N:24]1.CN[C@@H]1CCCC[C@H]1NC.C(=O)([O-])[O-].[K+].[K+]. (2) Given the product [C:10]([Si:7]([O:21][CH:15]1[CH2:20][CH2:19][CH2:18][CH:17]=[CH:16]1)([CH3:9])[CH3:8])([CH3:13])([CH3:12])[CH3:11], predict the reactants needed to synthesize it. The reactants are: N1C=CC=CC=1.[Si:7](Cl)([C:10]([CH3:13])([CH3:12])[CH3:11])([CH3:9])[CH3:8].[CH:15]1([OH:21])[CH2:20][CH2:19][CH2:18][CH:17]=[CH:16]1. (3) Given the product [CH3:19][CH2:20][CH2:21][CH2:22][C:23](=[O:28])[CH2:24][CH2:25][CH2:26][CH3:27], predict the reactants needed to synthesize it. The reactants are: IC1C=CC=CC=1S([O-])(=O)=O.[Na+].OOS([O-])=O.[K+].[CH3:19][CH2:20][CH2:21][CH2:22][CH:23]([OH:28])[CH2:24][CH2:25][CH2:26][CH3:27]. (4) Given the product [CH3:8][CH:6]1[NH:7][CH:2]([CH3:1])[CH2:3][N:4]([C:9]([C:11]2([C:17]3[CH:18]=[CH:19][CH:20]=[CH:21][CH:22]=3)[CH2:12][CH2:13][N:14]([C:31](=[O:32])[CH2:30][CH:29]([C:23]3[CH:28]=[CH:27][CH:26]=[CH:25][CH:24]=3)[C:34]3[CH:39]=[CH:38][CH:37]=[CH:36][CH:35]=3)[CH2:15][CH2:16]2)=[O:10])[CH2:5]1, predict the reactants needed to synthesize it. The reactants are: [CH3:1][CH:2]1[NH:7][CH:6]([CH3:8])[CH2:5][N:4]([C:9]([C:11]2([C:17]3[CH:22]=[CH:21][CH:20]=[CH:19][CH:18]=3)[CH2:16][CH2:15][NH:14][CH2:13][CH2:12]2)=[O:10])[CH2:3]1.[C:23]1([CH:29]([C:34]2[CH:39]=[CH:38][CH:37]=[CH:36][CH:35]=2)[CH2:30][C:31](O)=[O:32])[CH:28]=[CH:27][CH:26]=[CH:25][CH:24]=1.C(Cl)CCl. (5) Given the product [CH:13]1([C:2]2[CH:3]=[C:4]3[C:9](=[CH:10][CH:11]=2)[C:8](=[O:12])[NH:7][CH2:6][CH2:5]3)[CH2:15][CH2:14]1, predict the reactants needed to synthesize it. The reactants are: Br[C:2]1[CH:3]=[C:4]2[C:9](=[CH:10][CH:11]=1)[C:8](=[O:12])[NH:7][CH2:6][CH2:5]2.[CH:13]1(B(O)O)[CH2:15][CH2:14]1. (6) Given the product [OH:27][CH2:28][C:29]([NH:32][S:33]([C:36]1[S:40][C:39]([NH:41][C:12]([C:11]2[CH:10]=[N:9][N:8]3[C:3]([C:2]([F:26])([F:1])[F:25])=[CH:4][C:5]([C:15]4[CH:16]=[CH:17][C:18]([C:21]([F:24])([F:23])[F:22])=[CH:19][CH:20]=4)=[N:6][C:7]=23)=[O:13])=[N:38][CH:37]=1)(=[O:35])=[O:34])([CH3:31])[CH3:30], predict the reactants needed to synthesize it. The reactants are: [F:1][C:2]([F:26])([F:25])[C:3]1[N:8]2[N:9]=[CH:10][C:11]([C:12](O)=[O:13])=[C:7]2[N:6]=[C:5]([C:15]2[CH:20]=[CH:19][C:18]([C:21]([F:24])([F:23])[F:22])=[CH:17][CH:16]=2)[CH:4]=1.[OH:27][CH2:28][C:29]([NH:32][S:33]([C:36]1[S:40][C:39]([NH2:41])=[N:38][CH:37]=1)(=[O:35])=[O:34])([CH3:31])[CH3:30].